Dataset: Forward reaction prediction with 1.9M reactions from USPTO patents (1976-2016). Task: Predict the product of the given reaction. (1) Given the reactants FC(F)(F)S(O[C:7]1[CH:12]=[C:11]([CH3:13])[C:10]([N+:14]([O-:16])=[O:15])=[CH:9][C:8]=1[CH:17]([CH3:19])[CH3:18])(=O)=O.[CH3:22][NH:23][C:24]([C:26]1[CH:31]=[CH:30][C:29](B(O)O)=[CH:28][CH:27]=1)=[O:25].[F-].[Cs+], predict the reaction product. The product is: [CH:17]([C:8]1[CH:9]=[C:10]([N+:14]([O-:16])=[O:15])[C:11]([CH3:13])=[CH:12][C:7]=1[C:29]1[CH:30]=[CH:31][C:26]([C:24]([NH:23][CH3:22])=[O:25])=[CH:27][CH:28]=1)([CH3:19])[CH3:18]. (2) The product is: [CH3:34][S:35]([O:25][CH2:24][CH2:23][CH2:22][C@@:13]1([C:16]2[CH:17]=[CH:18][CH:19]=[CH:20][CH:21]=2)[O:12][C:11](=[O:26])[N:10]([C@H:8]([C:5]2[CH:6]=[CH:7][C:2]([Br:1])=[CH:3][CH:4]=2)[CH3:9])[CH2:15][CH2:14]1)(=[O:37])=[O:36]. Given the reactants [Br:1][C:2]1[CH:7]=[CH:6][C:5]([C@@H:8]([N:10]2[CH2:15][CH2:14][C@:13]([CH2:22][CH2:23][CH2:24][OH:25])([C:16]3[CH:21]=[CH:20][CH:19]=[CH:18][CH:17]=3)[O:12][C:11]2=[O:26])[CH3:9])=[CH:4][CH:3]=1.CCN(CC)CC.[CH3:34][S:35](Cl)(=[O:37])=[O:36], predict the reaction product. (3) Given the reactants [CH2:1]([O:8][C:9]1[CH:14]=[CH:13][C:12]([Br:15])=[CH:11][C:10]=1[CH2:16]Br)[C:2]1[CH:7]=[CH:6][CH:5]=[CH:4][CH:3]=1.[C-:18]#[N:19].[Na+], predict the reaction product. The product is: [CH2:1]([O:8][C:9]1[CH:14]=[CH:13][C:12]([Br:15])=[CH:11][C:10]=1[CH2:16][C:18]#[N:19])[C:2]1[CH:7]=[CH:6][CH:5]=[CH:4][CH:3]=1. (4) Given the reactants [N:1]1([CH2:7][CH2:8][O:9][C:10]2[CH:15]=[CH:14][C:13]([OH:16])=[CH:12][CH:11]=2)[CH2:6][CH2:5][O:4][CH2:3][CH2:2]1.BrCCCCCC[N:24]1[C:28](=[O:29])[C:27]2=[CH:30][CH:31]=[CH:32][CH:33]=[C:26]2[C:25]1=O.[C:35]([O-:38])([O-])=O.[K+].[K+], predict the reaction product. The product is: [N:1]1([CH2:7][CH2:8][O:9][C:10]2[CH:15]=[CH:14][C:13]([O:16][CH2:12][CH2:11][CH2:10][CH2:15][CH2:14][CH2:25][C:26]34[CH:33]=[CH:32][CH:31]=[CH:30][CH:27]3[C:28]([NH:24][C:35]4=[O:38])=[O:29])=[CH:12][CH:11]=2)[CH2:6][CH2:5][O:4][CH2:3][CH2:2]1.[C:10]1([OH:9])[CH:15]=[CH:14][CH:13]=[CH:12][CH:11]=1.